Dataset: Catalyst prediction with 721,799 reactions and 888 catalyst types from USPTO. Task: Predict which catalyst facilitates the given reaction. (1) Reactant: [CH3:1][O:2][C:3](=[O:11])[C:4]1[CH:9]=[CH:8][CH:7]=[N:6][C:5]=1Cl.[CH3:12][S:13][C:14]1[CH:19]=[CH:18][C:17]([OH:20])=[CH:16][CH:15]=1.C(=O)([O-])[O-].[K+].[K+]. Product: [CH3:1][O:2][C:3](=[O:11])[C:4]1[CH:9]=[CH:8][CH:7]=[N:6][C:5]=1[O:20][C:17]1[CH:18]=[CH:19][C:14]([S:13][CH3:12])=[CH:15][CH:16]=1. The catalyst class is: 9. (2) Reactant: [NH2:1][C:2]1[CH:7]=[CH:6][C:5]([N:8]2[CH2:13][CH2:12][CH:11]([N:14]3[C:19]4[CH:20]=[CH:21][CH:22]=[CH:23][C:18]=4[CH2:17][O:16][C:15]3=[O:24])[CH2:10][CH2:9]2)=[C:4]([Cl:25])[CH:3]=1.[CH3:26][N:27]1[CH2:34][CH2:33][CH2:32][C@H:28]1[C:29](O)=[O:30].C(N(CC)C(C)C)(C)C.ON1C2C=CC=CC=2N=N1.F[B-](F)(F)F.N1(OC(N(C)C)=[N+](C)C)C2C=CC=CC=2N=N1. Product: [Cl:25][C:4]1[CH:3]=[C:2]([NH:1][C:29]([C@@H:28]2[CH2:32][CH2:33][CH2:34][N:27]2[CH3:26])=[O:30])[CH:7]=[CH:6][C:5]=1[N:8]1[CH2:9][CH2:10][CH:11]([N:14]2[C:19]3[CH:20]=[CH:21][CH:22]=[CH:23][C:18]=3[CH2:17][O:16][C:15]2=[O:24])[CH2:12][CH2:13]1. The catalyst class is: 9. (3) Reactant: [CH3:1][C:2]([O:4][C:5]1[S:9][C:8]2[CH2:10][CH2:11][N:12]([CH:14]([C:22]([CH:24]3[CH2:26][CH2:25]3)=[O:23])[C:15]3[CH:16]=[CH:17][CH:18]=[CH:19][C:20]=3[F:21])[CH2:13][C:7]=2[CH:6]=1)=[O:3].[ClH:27].C(O)(C)C. Product: [CH3:1][C:2]([O:4][C:5]1[S:9][C:8]2[CH2:10][CH2:11][N:12]([CH:14]([C:22]([CH:24]3[CH2:26][CH2:25]3)=[O:23])[C:15]3[CH:16]=[CH:17][CH:18]=[CH:19][C:20]=3[F:21])[CH2:13][C:7]=2[CH:6]=1)=[O:3].[ClH:27]. The catalyst class is: 32. (4) Reactant: C(S([C:11]1[N:12]=[C:13]([S:34]([CH2:37][C:38]2[CH:43]=[CH:42][CH:41]=[CH:40][CH:39]=2)(=O)=O)[C:14]2[C:22]3[C:17](=[C:18]([N:24]([CH3:32])[C:25](=[O:31])[O:26][C:27]([CH3:30])([CH3:29])[CH3:28])[CH:19]=[C:20]([F:23])[CH:21]=3)[NH:16][C:15]=2[N:33]=1)(=O)=O)C1C=CC=CC=1.C1(CS)C=CC=CC=1.C(=O)([O-])[O-].[K+].[K+].[CH3:58][S:59][C:60]1[N:65]=[CH:64][C:63]([OH:66])=[CH:62][N:61]=1. Product: [C:27]([O:26][C:25](=[O:31])[N:24]([C:18]1[CH:19]=[C:20]([F:23])[CH:21]=[C:22]2[C:17]=1[NH:16][C:15]1[N:33]=[C:11]([O:66][C:63]3[CH:62]=[N:61][C:60]([S:59][CH3:58])=[N:65][CH:64]=3)[N:12]=[C:13]([S:34][CH2:37][C:38]3[CH:43]=[CH:42][CH:41]=[CH:40][CH:39]=3)[C:14]2=1)[CH3:32])([CH3:30])([CH3:28])[CH3:29]. The catalyst class is: 37. (5) Reactant: F[C:2]1[CH:3]=[C:4]([CH:7]=[CH:8][CH:9]=1)[C:5]#[N:6].[F:10][C:11]([F:21])([F:20])[O:12][C:13]1[CH:18]=[CH:17][C:16]([OH:19])=[CH:15][CH:14]=1.C(=O)([O-])[O-].[Cs+].[Cs+].Cl. Product: [F:10][C:11]([F:20])([F:21])[O:12][C:13]1[CH:18]=[CH:17][C:16]([O:19][C:2]2[CH:3]=[C:4]([CH:7]=[CH:8][CH:9]=2)[C:5]#[N:6])=[CH:15][CH:14]=1. The catalyst class is: 3.